This data is from Full USPTO retrosynthesis dataset with 1.9M reactions from patents (1976-2016). The task is: Predict the reactants needed to synthesize the given product. (1) Given the product [C:1]([O:5][C:6]([N:8]1[CH2:9][CH2:10][CH:11]([N:14]([CH:20]([CH3:22])[CH3:21])[CH2:15][CH2:16][O:17][CH3:18])[CH2:12][CH2:13]1)=[O:7])([CH3:4])([CH3:3])[CH3:2], predict the reactants needed to synthesize it. The reactants are: [C:1]([O:5][C:6]([N:8]1[CH2:13][CH2:12][CH:11]([NH:14][CH2:15][CH2:16][O:17][CH3:18])[CH2:10][CH2:9]1)=[O:7])([CH3:4])([CH3:3])[CH3:2].Br[CH:20]([CH3:22])[CH3:21].C(=O)([O-])[O-].[K+].[K+]. (2) Given the product [OH:27][CH2:26]/[CH:25]=[CH:24]/[C:10]1[CH:11]=[C:12]2[C:7](=[CH:8][CH:9]=1)[N:6]=[C:5]([CH2:1][CH:2]([CH3:4])[CH3:3])[C:14]([C:15]#[N:16])=[C:13]2[C:17]1[CH:22]=[CH:21][C:20]([CH3:23])=[CH:19][CH:18]=1, predict the reactants needed to synthesize it. The reactants are: [CH2:1]([C:5]1[C:14]([C:15]#[N:16])=[C:13]([C:17]2[CH:22]=[CH:21][C:20]([CH3:23])=[CH:19][CH:18]=2)[C:12]2[C:7](=[CH:8][CH:9]=[C:10](/[CH:24]=[CH:25]/[CH:26]=[O:27])[CH:11]=2)[N:6]=1)[CH:2]([CH3:4])[CH3:3].O1CCCC1.[BH4-].[Na+].[Cl-].[NH4+]. (3) Given the product [Br:46][C:41]1[CH:42]=[C:43]([O:44][CH3:45])[C:35]2[N:34]=[C:7]([C:2]3[CH:3]=[N:4][CH:5]=[CH:6][N:1]=3)[O:9][C:37](=[O:38])[C:36]=2[CH:40]=1, predict the reactants needed to synthesize it. The reactants are: [N:1]1[CH:6]=[CH:5][N:4]=[CH:3][C:2]=1[C:7]([OH:9])=O.CN(C(ON1N=NC2C=CC=NC1=2)=[N+](C)C)C.F[P-](F)(F)(F)(F)F.[NH2:34][C:35]1[C:43]([O:44][CH3:45])=[CH:42][C:41]([Br:46])=[CH:40][C:36]=1[C:37](N)=[O:38].CCN(C(C)C)C(C)C. (4) Given the product [C:21]([C:18]1[CH:19]=[CH:20][C:15]([C:12]2[N:11]=[CH:10][C:9]3[CH2:8][CH2:7][C@H:6]4[C@H:25]([CH3:28])[C:26](=[O:27])[C:3]([C:1]#[N:2])=[CH:4][C@:5]4([C:29]4[CH:30]=[C:31]([CH:36]=[CH:37][CH:38]=4)[C:32]([OH:34])=[O:33])[C:14]=3[N:13]=2)=[CH:16][CH:17]=1)([OH:23])=[O:22], predict the reactants needed to synthesize it. The reactants are: [C:1]([C:3]1[C:26](=[O:27])[C@@H:25]([CH3:28])[C@@H:6]2[CH2:7][CH2:8][C:9]3[CH:10]=[N:11][C:12]([C:15]4[CH:20]=[CH:19][C:18]([C:21]([O:23]C)=[O:22])=[CH:17][CH:16]=4)=[N:13][C:14]=3[C@@:5]2([C:29]2[CH:30]=[C:31]([CH:36]=[CH:37][CH:38]=2)[C:32]([O:34]C)=[O:33])[CH:4]=1)#[N:2].O.O.[OH-].[Li+].Cl. (5) The reactants are: [F:1][C:2]1([F:40])[CH2:7][CH2:6][CH:5]([C:8]([NH:10][CH2:11][C:12]([CH3:39])([C:33]2[CH:38]=[CH:37][CH:36]=[CH:35][CH:34]=2)[CH2:13][CH2:14][N:15]2[C@H:20]3[CH2:21][CH2:22][C@@H:16]2[CH2:17][CH:18]([N:23]2[C:27]4[CH:28]=[CH:29][CH:30]=[CH:31][C:26]=4[N:25]=[C:24]2[CH3:32])[CH2:19]3)=[O:9])[CH2:4][CH2:3]1.[H-].[Na+].I[CH3:44].O. Given the product [F:40][C:2]1([F:1])[CH2:7][CH2:6][CH:5]([C:8]([N:10]([CH3:44])[CH2:11][C:12]([CH3:39])([C:33]2[CH:38]=[CH:37][CH:36]=[CH:35][CH:34]=2)[CH2:13][CH2:14][N:15]2[C@H:20]3[CH2:21][CH2:22][C@@H:16]2[CH2:17][CH:18]([N:23]2[C:27]4[CH:28]=[CH:29][CH:30]=[CH:31][C:26]=4[N:25]=[C:24]2[CH3:32])[CH2:19]3)=[O:9])[CH2:4][CH2:3]1, predict the reactants needed to synthesize it.